From a dataset of Catalyst prediction with 721,799 reactions and 888 catalyst types from USPTO. Predict which catalyst facilitates the given reaction. (1) The catalyst class is: 96. Product: [CH3:43][C:37]1([CH3:42])[CH2:36][C:35](=[O:44])[C:34]2[C:39](=[CH:40][CH:41]=[C:32]([C:4]3[C:5](=[O:31])[N:6]([CH2:12][C:13]4[CH:18]=[CH:17][C:16]([C:19]5[CH:24]=[CH:23][CH:22]=[CH:21][C:20]=5[C:25]5[NH:29][C:28](=[O:30])[O:27][N:26]=5)=[CH:15][CH:14]=4)[C:7]([CH2:9][CH2:10][CH3:11])=[N:8][C:3]=3[CH2:1][CH3:2])[CH:33]=2)[O:38]1. Reactant: [CH2:1]([C:3]1[N:8]=[C:7]([CH2:9][CH2:10][CH3:11])[N:6]([CH2:12][C:13]2[CH:18]=[CH:17][C:16]([C:19]3[CH:24]=[CH:23][CH:22]=[CH:21][C:20]=3[C:25]3[NH:29][C:28](=[O:30])[O:27][N:26]=3)=[CH:15][CH:14]=2)[C:5](=[O:31])[C:4]=1[C:32]1[CH:33]=[C:34]2[C:39](=[CH:40][CH:41]=1)[O:38][C:37]([CH3:43])([CH3:42])[CH2:36][CH:35]2[OH:44])[CH3:2].CC(OI1(OC(C)=O)(OC(C)=O)OC(=O)C2C1=CC=CC=2)=O. (2) Reactant: [CH3:1][N:2]([CH2:4][C:5]([O:7][CH2:8][CH3:9])=[O:6])[CH3:3].[Li+].[CH3:11][Si]([N-][Si](C)(C)C)(C)C.BrC[C:22]1[CH:34]=[CH:33][C:25]([C:26]([O:28][C:29]([CH3:32])([CH3:31])[CH3:30])=[O:27])=[CH:24][CH:23]=1. Product: [CH3:1][N:2]([CH3:3])[C:4]([C:22]1[CH:34]=[CH:33][C:25]([C:26]([O:28][C:29]([CH3:31])([CH3:30])[CH3:32])=[O:27])=[CH:24][CH:23]=1)([CH3:11])[C:5]([O:7][CH2:8][CH3:9])=[O:6]. The catalyst class is: 1. (3) Reactant: [C:1]([O:5][C:6]([NH:8][CH2:9][C@H:10]1[CH2:15][CH2:14][C@H:13]([C:16]([NH:18][C@H:19]([C:38](=[O:51])[NH:39][C:40]2[CH:45]=[CH:44][C:43]([C:46]3[N:47]=[N:48][NH:49][N:50]=3)=[CH:42][CH:41]=2)[CH2:20][C:21]2[CH:26]=[CH:25][C:24]([C:27]3[C:32]([CH3:33])=[CH:31][CH:30]=[C:29]([C:34]([O:36]C)=[O:35])[CH:28]=3)=[CH:23][CH:22]=2)=[O:17])[CH2:12][CH2:11]1)=[O:7])([CH3:4])([CH3:3])[CH3:2].O.[OH-].[Li+]. Product: [C:1]([O:5][C:6]([NH:8][CH2:9][C@H:10]1[CH2:15][CH2:14][C@H:13]([C:16]([NH:18][C@H:19]([C:38](=[O:51])[NH:39][C:40]2[CH:45]=[CH:44][C:43]([C:46]3[N:47]=[N:48][NH:49][N:50]=3)=[CH:42][CH:41]=2)[CH2:20][C:21]2[CH:26]=[CH:25][C:24]([C:27]3[C:32]([CH3:33])=[CH:31][CH:30]=[C:29]([C:34]([OH:36])=[O:35])[CH:28]=3)=[CH:23][CH:22]=2)=[O:17])[CH2:12][CH2:11]1)=[O:7])([CH3:4])([CH3:2])[CH3:3]. The catalyst class is: 30. (4) Reactant: [Br:1][C:2]1[CH:3]=[CH:4][C:5]([O:9][CH3:10])=[C:6]([OH:8])[CH:7]=1.[O:11]1[CH2:15][CH2:14][C@@H:13](O)[CH2:12]1.C1C=CC(P(C2C=CC=CC=2)C2C=CC=CC=2)=CC=1.CCOC(/N=N/C(OCC)=O)=O. Product: [Br:1][C:2]1[CH:3]=[CH:4][C:5]([O:9][CH3:10])=[C:6]([CH:7]=1)[O:8][C@H:13]1[CH2:14][CH2:15][O:11][CH2:12]1. The catalyst class is: 1.